Dataset: NCI-60 drug combinations with 297,098 pairs across 59 cell lines. Task: Regression. Given two drug SMILES strings and cell line genomic features, predict the synergy score measuring deviation from expected non-interaction effect. (1) Drug 1: C1CN1C2=NC(=NC(=N2)N3CC3)N4CC4. Drug 2: CN(C)C1=NC(=NC(=N1)N(C)C)N(C)C. Cell line: A498. Synergy scores: CSS=18.2, Synergy_ZIP=-4.30, Synergy_Bliss=-2.64, Synergy_Loewe=-4.72, Synergy_HSA=-6.11. (2) Drug 1: CC1=C(C(CCC1)(C)C)C=CC(=CC=CC(=CC(=O)O)C)C. Drug 2: CC1=C2C(C(=O)C3(C(CC4C(C3C(C(C2(C)C)(CC1OC(=O)C(C(C5=CC=CC=C5)NC(=O)C6=CC=CC=C6)O)O)OC(=O)C7=CC=CC=C7)(CO4)OC(=O)C)O)C)OC(=O)C. Cell line: SN12C. Synergy scores: CSS=39.4, Synergy_ZIP=7.89, Synergy_Bliss=9.55, Synergy_Loewe=-17.1, Synergy_HSA=10.6. (3) Drug 1: CN(C(=O)NC(C=O)C(C(C(CO)O)O)O)N=O. Drug 2: CCC1(C2=C(COC1=O)C(=O)N3CC4=CC5=C(C=CC(=C5CN(C)C)O)N=C4C3=C2)O.Cl. Cell line: A549. Synergy scores: CSS=1.29, Synergy_ZIP=-6.80, Synergy_Bliss=-13.2, Synergy_Loewe=-34.7, Synergy_HSA=-13.9. (4) Drug 2: CCC(=C(C1=CC=CC=C1)C2=CC=C(C=C2)OCCN(C)C)C3=CC=CC=C3.C(C(=O)O)C(CC(=O)O)(C(=O)O)O. Cell line: EKVX. Synergy scores: CSS=32.8, Synergy_ZIP=0.906, Synergy_Bliss=0.483, Synergy_Loewe=1.66, Synergy_HSA=1.58. Drug 1: CC12CCC3C(C1CCC2=O)CC(=C)C4=CC(=O)C=CC34C.